Dataset: Forward reaction prediction with 1.9M reactions from USPTO patents (1976-2016). Task: Predict the product of the given reaction. (1) Given the reactants [CH3:1][N:2]([CH2:4][C:5]1[CH:14]=[CH:13][C:8]([C:9]([O:11]C)=[O:10])=[CH:7][N:6]=1)[CH3:3].[ClH:15], predict the reaction product. The product is: [ClH:15].[CH3:3][N:2]([CH2:4][C:5]1[CH:14]=[CH:13][C:8]([C:9]([OH:11])=[O:10])=[CH:7][N:6]=1)[CH3:1]. (2) Given the reactants [OH:1][B:2]1[C:6]2[CH:7]=[CH:8][C:9]([O:11][C:12]3[CH:19]=[C:18]([O:20][CH2:21][CH2:22][O:23]C4CCCCO4)[C:15]([C:16]#[N:17])=[CH:14][N:13]=3)=[CH:10][C:5]=2[CH2:4][O:3]1.Cl.CCOCC, predict the reaction product. The product is: [OH:1][B:2]1[C:6]2[CH:7]=[CH:8][C:9]([O:11][C:12]3[CH:19]=[C:18]([O:20][CH2:21][CH2:22][OH:23])[C:15]([C:16]#[N:17])=[CH:14][N:13]=3)=[CH:10][C:5]=2[CH2:4][O:3]1. (3) Given the reactants [N+:1]([C:4]1[CH:9]=[C:8]([N:10]2[CH2:15][CH2:14][O:13][CH2:12][CH2:11]2)[CH:7]=[CH:6][C:5]=1[N:16]1[CH2:21][CH2:20][O:19][CH2:18][CH2:17]1)([O-])=O, predict the reaction product. The product is: [O:19]1[CH2:20][CH2:21][N:16]([C:5]2[CH:6]=[CH:7][C:8]([N:10]3[CH2:11][CH2:12][O:13][CH2:14][CH2:15]3)=[CH:9][C:4]=2[NH2:1])[CH2:17][CH2:18]1. (4) Given the reactants [CH3:1][O:2][C:3]([C:5]12[CH2:12][CH2:11][C:8]([NH2:13])([CH2:9][CH2:10]1)[CH2:7][CH2:6]2)=[O:4].[F:14][C:15]([F:27])([F:26])[C:16]1[CH:21]=[CH:20][C:19]([S:22](N)(=[O:24])=[O:23])=[CH:18][CH:17]=1.ClC1C=CC(S(N[C@H]2CC[C@H](C(OC)=O)CC2)(=O)=O)=CC=1[N+]([O-])=O, predict the reaction product. The product is: [F:27][C:15]([F:14])([F:26])[C:16]1[CH:17]=[CH:18][C:19]([S:22]([NH:13][C:8]23[CH2:9][CH2:10][C:5]([C:3]([O:2][CH3:1])=[O:4])([CH2:12][CH2:11]2)[CH2:6][CH2:7]3)(=[O:24])=[O:23])=[CH:20][CH:21]=1. (5) Given the reactants Cl[C:2]1[N:25]=[CH:24][C:5]2[C:6]3[N:10]([CH2:11][CH2:12][O:13][C:4]=2[CH:3]=1)[CH:9]=[C:8]([C:14]1[N:18]([CH:19]([CH3:21])[CH3:20])[N:17]=[C:16]([CH2:22][OH:23])[N:15]=1)[N:7]=3.Cl.[CH3:27][NH:28][CH3:29], predict the reaction product. The product is: [CH3:27][N:28]([CH3:29])[C:2]1[N:25]=[CH:24][C:5]2[C:6]3[N:10]([CH:9]=[C:8]([C:14]4[N:18]([CH:19]([CH3:21])[CH3:20])[N:17]=[C:16]([CH2:22][OH:23])[N:15]=4)[N:7]=3)[CH2:11][CH2:12][O:13][C:4]=2[CH:3]=1. (6) Given the reactants Cl.C[O:3][C:4]1(OC)[C:12]2[C:7](=[CH:8][CH:9]=[C:10]([S:13][CH2:14][CH2:15][C:16]3[CH:26]=[CH:25][C:19]([C:20]([O:22][CH2:23][CH3:24])=[O:21])=[CH:18][CH:17]=3)[CH:11]=2)[N:6]([CH2:27][CH2:28][CH2:29][CH2:30][CH2:31][CH2:32][CH3:33])[C:5]1=[O:34], predict the reaction product. The product is: [O:34]=[C:5]1[C:4](=[O:3])[C:12]2[C:7](=[CH:8][CH:9]=[C:10]([S:13][CH2:14][CH2:15][C:16]3[CH:26]=[CH:25][C:19]([C:20]([O:22][CH2:23][CH3:24])=[O:21])=[CH:18][CH:17]=3)[CH:11]=2)[N:6]1[CH2:27][CH2:28][CH2:29][CH2:30][CH2:31][CH2:32][CH3:33]. (7) Given the reactants [OH:1][N:2]=[C:3]([C:5]1[CH:10]=[CH:9][CH:8]=[CH:7][CH:6]=1)[NH2:4].[Cl:11][C:12]([Cl:23])([Cl:22])[C:13](O[C:13](=O)[C:12]([Cl:23])([Cl:22])[Cl:11])=O.O, predict the reaction product. The product is: [C:5]1([C:3]2[N:4]=[C:13]([C:12]([Cl:23])([Cl:22])[Cl:11])[O:1][N:2]=2)[CH:10]=[CH:9][CH:8]=[CH:7][CH:6]=1.